From a dataset of Full USPTO retrosynthesis dataset with 1.9M reactions from patents (1976-2016). Predict the reactants needed to synthesize the given product. (1) Given the product [F:26][C:25]([F:28])([F:27])[C:23]([OH:29])=[O:24].[F:21][C:16]1[CH:17]=[CH:18][CH:19]=[CH:20][C:15]=1[C:12]1[N:11]=[CH:10][C:9]([O:8][CH2:7][C:6]([OH:22])=[O:5])=[CH:14][CH:13]=1, predict the reactants needed to synthesize it. The reactants are: C([O:5][C:6](=[O:22])[CH2:7][O:8][C:9]1[CH:10]=[N:11][C:12]([C:15]2[CH:20]=[CH:19][CH:18]=[CH:17][C:16]=2[F:21])=[CH:13][CH:14]=1)(C)(C)C.[C:23]([OH:29])([C:25]([F:28])([F:27])[F:26])=[O:24]. (2) Given the product [CH3:9][O:8][C:5]1[C:4]([NH:10][S:11]([CH3:14])(=[O:13])=[O:12])=[CH:3][C:2]([B:15]2[O:19][C:18]([CH3:21])([CH3:20])[C:17]([CH3:23])([CH3:22])[O:16]2)=[CH:7][N:6]=1, predict the reactants needed to synthesize it. The reactants are: Br[C:2]1[CH:3]=[C:4]([NH:10][S:11]([CH3:14])(=[O:13])=[O:12])[C:5]([O:8][CH3:9])=[N:6][CH:7]=1.[B:15]1([B:15]2[O:19][C:18]([CH3:21])([CH3:20])[C:17]([CH3:23])([CH3:22])[O:16]2)[O:19][C:18]([CH3:21])([CH3:20])[C:17]([CH3:23])([CH3:22])[O:16]1.C([O-])(=O)C.[K+]. (3) The reactants are: [NH:1]1[CH2:6][CH:5]([C:7]([O:9][CH3:10])=[O:8])[CH2:4][CH:3]([C:11]([O:13][CH3:14])=[O:12])[CH2:2]1.CCN(C(C)C)C(C)C.[C:24](Cl)([O:26][CH2:27][C:28]1[CH:33]=[CH:32][CH:31]=[CH:30][CH:29]=1)=[O:25]. Given the product [N:1]1([C:24]([O:26][CH2:27][C:28]2[CH:33]=[CH:32][CH:31]=[CH:30][CH:29]=2)=[O:25])[CH2:2][CH:3]([C:11]([O:13][CH3:14])=[O:12])[CH2:4][CH:5]([C:7]([O:9][CH3:10])=[O:8])[CH2:6]1, predict the reactants needed to synthesize it. (4) Given the product [C:1]([O:5][C:6]([NH:7][C@@H:8]([CH2:9][CH3:11])[CH:44]([OH:43])[C:45]([OH:40])=[O:22])=[O:15])([CH3:4])([CH3:3])[CH3:2], predict the reactants needed to synthesize it. The reactants are: [C:1]([O:5][C:6](=[O:15])[NH:7][C@@H:8](CC)[CH:9]([C:11]#N)O)([CH3:4])([CH3:3])[CH3:2].C1([O:22]C)C=CC=CC=1.Cl.C(OC(OC(C)(C)C)=O)(OC(C)(C)C)=O.[O:40]1[CH2:45][CH2:44][O:43]CC1. (5) The reactants are: F[C:2]1[CH:7]=[CH:6][CH:5]=[C:4]([F:8])[N:3]=1.[CH3:9][O:10][C:11]1[CH:18]=[CH:17][C:14]([CH2:15][NH2:16])=[CH:13][CH:12]=1.C(N(CC)C(C)C)(C)C.O. Given the product [F:8][C:4]1[N:3]=[C:2]([NH:16][CH2:15][C:14]2[CH:17]=[CH:18][C:11]([O:10][CH3:9])=[CH:12][CH:13]=2)[CH:7]=[CH:6][CH:5]=1, predict the reactants needed to synthesize it. (6) Given the product [OH:22][CH2:21][C:20]([NH:19][C:12](=[O:14])[C:11]1[CH:15]=[CH:16][N:17]=[CH:18][C:10]=1[NH:9][C:3]1[CH:4]=[CH:5][C:6]([I:8])=[CH:7][C:2]=1[F:1])([CH2:23][OH:24])[CH2:25][CH3:26], predict the reactants needed to synthesize it. The reactants are: [F:1][C:2]1[CH:7]=[C:6]([I:8])[CH:5]=[CH:4][C:3]=1[NH:9][C:10]1[CH:18]=[N:17][CH:16]=[CH:15][C:11]=1[C:12]([OH:14])=O.[NH2:19][C:20]([CH2:25][CH3:26])([CH2:23][OH:24])[CH2:21][OH:22]. (7) Given the product [S:14]1[CH:15]=[CH:16][N:17]=[C:13]1[CH2:12][CH2:11][CH2:10][C:7]1[N:8]=[CH:9][C:4]([NH2:1])=[CH:5][CH:6]=1, predict the reactants needed to synthesize it. The reactants are: [N+:1]([C:4]1[CH:5]=[CH:6][C:7]([CH2:10][CH2:11][CH2:12][C:13]2[S:14][CH:15]=[CH:16][N:17]=2)=[N:8][CH:9]=1)([O-])=O.[NH4+].[Cl-]. (8) Given the product [C:1]1([NH:7][C:8]2[C:16]3[C:15]4[CH2:17][N:18]([C:21](=[O:23])[CH3:22])[CH2:19][CH2:20][C:14]=4[NH:13][C:12]=3[N:11]=[CH:10][CH:9]=2)[CH:2]=[CH:3][CH:4]=[CH:5][CH:6]=1, predict the reactants needed to synthesize it. The reactants are: [C:1]1([NH:7][C:8]2[C:16]3[C:15]4[CH2:17][NH:18][CH2:19][CH2:20][C:14]=4[NH:13][C:12]=3[N:11]=[CH:10][CH:9]=2)[CH:6]=[CH:5][CH:4]=[CH:3][CH:2]=1.[C:21](OC(=O)C)(=[O:23])[CH3:22].C(N(CC)CC)C.